Predict the product of the given reaction. From a dataset of Forward reaction prediction with 1.9M reactions from USPTO patents (1976-2016). (1) Given the reactants [CH2:1]=[CH:2][C:3]1[CH:8]=[CH:7][CH:6]=[CH:5][CH:4]=1.[CH:9]([Li])([CH2:11][CH3:12])[CH3:10].C=CC=C.C(OCC(OCC)C)C.[H][H], predict the reaction product. The product is: [CH2:1]=[CH:2][C:3]1[CH:8]=[CH:7][CH:6]=[CH:5][CH:4]=1.[CH2:10]=[CH:9][CH:11]=[CH2:12].[CH2:1]=[CH:2][C:3]1[CH:8]=[CH:7][CH:6]=[CH:5][CH:4]=1. (2) Given the reactants [OH:1][C@@H:2]([C@@H:4]1[C@:24]2([CH3:25])[C@H:7]([C@H:8]3[C@H:21]([C@@H:22]([OH:26])[CH2:23]2)[C@:20]2([CH3:27])[C:11]([CH2:12][C:13]4([CH2:18][CH2:19]2)OCC[O:14]4)=[CH:10][CH2:9]3)[CH2:6][CH2:5]1)[CH3:3].OS(O)(=O)=O, predict the reaction product. The product is: [OH:26][C@@H:22]1[C@H:21]2[C@@H:8]([CH2:9][CH2:10][C:11]3[C@:20]2([CH3:27])[CH2:19][CH2:18][C:13](=[O:14])[CH:12]=3)[C@H:7]2[C@@:24]([CH3:25])([C@@H:4]([C@H:2]([OH:1])[CH3:3])[CH2:5][CH2:6]2)[CH2:23]1. (3) Given the reactants Br[CH2:2][CH2:3][CH2:4][O:5][C:6](=[O:8])[CH3:7].[N-:9]=[N+:10]=[N-:11].[Na+], predict the reaction product. The product is: [N:9]([CH2:2][CH2:3][CH2:4][O:5][C:6](=[O:8])[CH3:7])=[N+:10]=[N-:11]. (4) Given the reactants [CH2:1]([O:3][C:4]([C:6]1[C:10]([CH:11]=[CH:12][O:13]CC[Si](C)(C)C)=[C:9]([C:20]2[CH:25]=[CH:24][C:23]([Cl:26])=[CH:22][CH:21]=2)[N:8]([C:27]2[CH:32]=[CH:31][CH:30]=[CH:29][C:28]=2[Cl:33])[N:7]=1)=[O:5])[CH3:2].F, predict the reaction product. The product is: [CH2:1]([O:3][C:4]([C:6]1[C:10]([CH2:11][CH:12]=[O:13])=[C:9]([C:20]2[CH:25]=[CH:24][C:23]([Cl:26])=[CH:22][CH:21]=2)[N:8]([C:27]2[CH:32]=[CH:31][CH:30]=[CH:29][C:28]=2[Cl:33])[N:7]=1)=[O:5])[CH3:2]. (5) Given the reactants C[O:2][C:3](=[O:23])[C:4]1[C:9]([C:10](=[O:12])[CH3:11])=[CH:8][C:7]([F:13])=[C:6]([F:14])[C:5]=1[NH:15][C:16]1[CH:21]=[CH:20][CH:19]=[CH:18][C:17]=1[Cl:22].[Li+].[OH-].Cl, predict the reaction product. The product is: [C:10]([C:9]1[C:4]([C:3]([OH:23])=[O:2])=[C:5]([NH:15][C:16]2[CH:21]=[CH:20][CH:19]=[CH:18][C:17]=2[Cl:22])[C:6]([F:14])=[C:7]([F:13])[CH:8]=1)(=[O:12])[CH3:11].